From a dataset of Forward reaction prediction with 1.9M reactions from USPTO patents (1976-2016). Predict the product of the given reaction. (1) Given the reactants [NH:1]1[CH:5]=[C:4]([CH2:6][CH2:7][C:8]([OH:10])=[O:9])[N:3]=[CH:2]1.OS(O)(=O)=O.[CH3:16]O, predict the reaction product. The product is: [CH3:16][O:9][C:8](=[O:10])[CH2:7][CH2:6][C:4]1[N:3]=[CH:2][NH:1][CH:5]=1. (2) Given the reactants Cl[C:2]1[N:7]=[C:6]([N:8]2[CH2:13][C@@H:12]3[C@@:10]([NH:15][C:16]([CH:18]4[CH2:20][CH2:19]4)=[O:17])([C@@H:11]3[CH3:14])[CH2:9]2)[C:5]([F:21])=[CH:4][N:3]=1.[NH2:22][C:23]1[CH:24]=[C:25]([Cl:31])[C:26]([CH2:29][OH:30])=[N:27][CH:28]=1, predict the reaction product. The product is: [Cl:31][C:25]1[CH:24]=[C:23]([NH:22][C:2]2[N:7]=[C:6]([N:8]3[CH2:13][C@@H:12]4[C@@:10]([NH:15][C:16]([CH:18]5[CH2:20][CH2:19]5)=[O:17])([C@@H:11]4[CH3:14])[CH2:9]3)[C:5]([F:21])=[CH:4][N:3]=2)[CH:28]=[N:27][C:26]=1[CH2:29][OH:30].